Dataset: Reaction yield outcomes from USPTO patents with 853,638 reactions. Task: Predict the reaction yield, written as a fraction of the theoretical maximum amount of product (1.0 means a 100% yield; for example, 0.34 means a 34% yield). The reactants are [CH:1]([N:4]1[C:8]([C:9]2[N:18]=[C:17]3[N:11]([CH2:12][CH2:13][O:14][C:15]4[CH:22]=[CH:21][C:20]([S:23][CH:24]5[CH2:29][CH2:28][N:27]([C:30](C)([CH3:33])[CH2:31]O)[CH2:26][CH2:25]5)=[CH:19][C:16]=43)[CH:10]=2)=[N:7][CH:6]=[N:5]1)([CH3:3])[CH3:2].C(N1CCC(S)CC1)(C)C.CC1(C)C2C(=C(P(C3C=CC=CC=3)C3C=CC=CC=3)C=CC=2)OC2C(P(C3C=CC=CC=3)C3C=CC=CC=3)=CC=CC1=2.CCN(C(C)C)C(C)C. The catalyst is O1CCOCC1.C1C=CC(/C=C/C(/C=C/C2C=CC=CC=2)=O)=CC=1.C1C=CC(/C=C/C(/C=C/C2C=CC=CC=2)=O)=CC=1.C1C=CC(/C=C/C(/C=C/C2C=CC=CC=2)=O)=CC=1.[Pd].[Pd]. The yield is 0.900. The product is [CH:1]([N:4]1[C:8]([C:9]2[N:18]=[C:17]3[C:16]4[CH:19]=[C:20]([S:23][CH:24]5[CH2:25][CH2:26][N:27]([CH:30]([CH3:33])[CH3:31])[CH2:28][CH2:29]5)[CH:21]=[CH:22][C:15]=4[O:14][CH2:13][CH2:12][N:11]3[CH:10]=2)=[N:7][CH:6]=[N:5]1)([CH3:3])[CH3:2].